From a dataset of Forward reaction prediction with 1.9M reactions from USPTO patents (1976-2016). Predict the product of the given reaction. (1) The product is: [N:29]1([C:33](=[O:42])[CH2:34][C:35]2[CH:40]=[CH:39][C:38]([O:7][CH2:8][CH2:9][C@H:10]3[CH2:12][C@@H:11]3[CH:13]3[CH2:18][CH2:17][N:16]([C:19]([O:21][CH2:22][C:23]4[CH:24]=[CH:25][CH:26]=[CH:27][CH:28]=4)=[O:20])[CH2:15][CH2:14]3)=[N:37][CH:36]=2)[CH2:32][CH2:31][CH2:30]1. Given the reactants CC(C)([O-])C.[Na+].[OH:7][CH2:8][CH2:9][C@H:10]1[CH2:12][C@@H:11]1[CH:13]1[CH2:18][CH2:17][N:16]([C:19]([O:21][CH2:22][C:23]2[CH:28]=[CH:27][CH:26]=[CH:25][CH:24]=2)=[O:20])[CH2:15][CH2:14]1.[N:29]1([C:33](=[O:42])[CH2:34][C:35]2[CH:36]=[N:37][C:38](Cl)=[CH:39][CH:40]=2)[CH2:32][CH2:31][CH2:30]1, predict the reaction product. (2) Given the reactants [H-].[Na+].[N+:3]([C:6]1[C:11]([CH3:12])=[CH:10][C:9]([SH:13])=[C:8]([CH3:14])[CH:7]=1)([O-:5])=[O:4].Br[C:16]1[CH:21]=[CH:20][CH:19]=[C:18]([O:22][CH:23]([F:25])[F:24])[CH:17]=1, predict the reaction product. The product is: [N+:3]([C:6]1[CH:7]=[C:8]([CH3:14])[C:9]([S:13][C:16]2[CH:21]=[CH:20][CH:19]=[C:18]([O:22][CH:23]([F:25])[F:24])[CH:17]=2)=[CH:10][C:11]=1[CH3:12])([O-:5])=[O:4]. (3) Given the reactants Cl.Cl.Cl.[NH2:4][C@H:5]1[CH2:10][CH2:9][C@H:8]([CH2:11][CH2:12][N:13]2[CH2:18][CH2:17][N:16]([C:19]3[C:24]([Cl:25])=[C:23]([Cl:26])[N:22]=[C:21]([NH:27][CH3:28])[N:20]=3)[CH2:15][CH2:14]2)[CH2:7][CH2:6]1.C(N(CC)CC)C.[C:36](Cl)(=[O:38])[CH3:37], predict the reaction product. The product is: [Cl:25][C:24]1[C:19]([N:16]2[CH2:15][CH2:14][N:13]([CH2:12][CH2:11][C@H:8]3[CH2:9][CH2:10][C@H:5]([NH:4][C:36](=[O:38])[CH3:37])[CH2:6][CH2:7]3)[CH2:18][CH2:17]2)=[N:20][C:21]([NH:27][CH3:28])=[N:22][C:23]=1[Cl:26]. (4) Given the reactants [ClH:1].[NH2:2][CH2:3][C@@H:4]([C:6]1[C:14]2[S:13][C:12](=[O:15])[NH:11][C:10]=2[C:9]([OH:16])=[CH:8][CH:7]=1)[OH:5].[CH2:17]([O:25][CH2:26][CH2:27][S:28][CH2:29][CH2:30][CH:31]=O)[CH2:18][C:19]1[CH:24]=[CH:23][CH:22]=[CH:21][CH:20]=1, predict the reaction product. The product is: [ClH:1].[OH:16][C:9]1[C:10]2[NH:11][C:12](=[O:15])[S:13][C:14]=2[C:6]([C@@H:4]([OH:5])[CH2:3][NH:2][CH2:31][CH2:30][CH2:29][S:28][CH2:27][CH2:26][O:25][CH2:17][CH2:18][C:19]2[CH:20]=[CH:21][CH:22]=[CH:23][CH:24]=2)=[CH:7][CH:8]=1. (5) Given the reactants Br[CH2:2][CH2:3][CH2:4][CH2:5][CH2:6][C:7]1[C:13]2[CH:14]=[CH:15][C:16]([OH:18])=[CH:17][C:12]=2[CH2:11][CH2:10][CH2:9][C:8]=1[C:19]1[CH:24]=[CH:23][C:22]([S:25]([CH3:28])(=[O:27])=[O:26])=[CH:21][CH:20]=1.[CH3:29][NH:30][CH2:31][CH2:32][CH2:33][S:34]([CH2:37][CH2:38][CH2:39][C:40]([F:46])([F:45])[C:41]([F:44])([F:43])[F:42])(=[O:36])=[O:35], predict the reaction product. The product is: [S:25]([C:22]1[CH:23]=[CH:24][C:19]([C:8]2[CH2:9][CH2:10][CH2:11][C:12]3[CH:17]=[C:16]([OH:18])[CH:15]=[CH:14][C:13]=3[C:7]=2[CH2:6][CH2:5][CH2:4][CH2:3][CH2:2][N:30]([CH3:29])[CH2:31][CH2:32][CH2:33][S:34]([CH2:37][CH2:38][CH2:39][C:40]([F:46])([F:45])[C:41]([F:42])([F:43])[F:44])(=[O:35])=[O:36])=[CH:20][CH:21]=1)([CH3:28])(=[O:27])=[O:26]. (6) Given the reactants [Br:1][C:2]1[CH:7]=[CH:6][C:5]([CH:8](Br)[CH2:9][CH2:10][CH2:11][CH2:12]Br)=[CH:4][CH:3]=1.[Cl:15][C:16]1[CH:17]=[C:18]([N:23]2[C:27](=[O:28])[CH2:26][N:25]([CH3:29])[C:24]2=[O:30])[CH:19]=[C:20]([Cl:22])[CH:21]=1, predict the reaction product. The product is: [Br:1][C:2]1[CH:7]=[CH:6][C:5]([C@@H:8]2[CH2:9][CH2:10][CH2:11][CH2:12][C@:26]32[N:25]([CH3:29])[C:24](=[O:30])[N:23]([C:18]2[CH:17]=[C:16]([Cl:15])[CH:21]=[C:20]([Cl:22])[CH:19]=2)[C:27]3=[O:28])=[CH:4][CH:3]=1.